This data is from Reaction yield outcomes from USPTO patents with 853,638 reactions. The task is: Predict the reaction yield, written as a fraction of the theoretical maximum amount of product (1.0 means a 100% yield; for example, 0.34 means a 34% yield). (1) The reactants are C(OC([NH:11][C@@H:12]([CH2:27][C:28]1[CH:33]=[CH:32][C:31]([C:34]2[N:39]=[CH:38][C:37]([C:40]3[CH:45]=[CH:44][C:43]([O:46][CH2:47][CH2:48][CH2:49][CH2:50][CH2:51][CH2:52][CH3:53])=[CH:42][CH:41]=3)=[CH:36][N:35]=2)=[CH:30][CH:29]=1)[C:13]([N:15]1[CH2:19][CH2:18][CH2:17][C@H:16]1[C:20]([O:22][C:23]([CH3:26])([CH3:25])[CH3:24])=[O:21])=[O:14])=O)C1C=CC=CC=1.[H][H]. The catalyst is C1COCC1.[Pd]. The product is [NH2:11][C@@H:12]([CH2:27][C:28]1[CH:33]=[CH:32][C:31]([C:34]2[N:39]=[CH:38][C:37]([C:40]3[CH:45]=[CH:44][C:43]([O:46][CH2:47][CH2:48][CH2:49][CH2:50][CH2:51][CH2:52][CH3:53])=[CH:42][CH:41]=3)=[CH:36][N:35]=2)=[CH:30][CH:29]=1)[C:13]([N:15]1[CH2:19][CH2:18][CH2:17][C@H:16]1[C:20]([O:22][C:23]([CH3:26])([CH3:25])[CH3:24])=[O:21])=[O:14]. The yield is 0.830. (2) The reactants are [CH2:1]([N:3]1[C:7]([C:8]([OH:10])=O)=[CH:6][C:5]([CH3:11])=[N:4]1)[CH3:2].S(Cl)(Cl)=O.[NH2:16][C:17]1[CH:18]=[C:19]([CH:32]=[CH:33][CH:34]=1)[C:20]([C:22]1[CH:30]=[C:29]2[C:25]([CH2:26][C:27](=[O:31])[NH:28]2)=[CH:24][CH:23]=1)=[O:21]. The catalyst is C1COCC1. The product is [O:31]=[C:27]1[CH2:26][C:25]2[C:29](=[CH:30][C:22]([C:20]([C:19]3[CH:18]=[C:17]([NH:16][C:8]([C:7]4[N:3]([CH2:1][CH3:2])[N:4]=[C:5]([CH3:11])[CH:6]=4)=[O:10])[CH:34]=[CH:33][CH:32]=3)=[O:21])=[CH:23][CH:24]=2)[NH:28]1. The yield is 0.880. (3) The reactants are [CH2:1]([O:8][C:9]([CH2:11][C@H:12]1[CH2:17][CH2:16][C@H:15]([OH:18])[CH2:14][CH2:13]1)=[O:10])[C:2]1[CH:7]=[CH:6][CH:5]=[CH:4][CH:3]=1.N1C=CN=C1.[Si:24](Cl)([C:27]([CH3:30])([CH3:29])[CH3:28])([CH3:26])[CH3:25].CCCCCC.C(OCC)(=O)C. The catalyst is CN(C)C=O.O.CCCCCC. The product is [CH2:1]([O:8][C:9]([CH2:11][C@H:12]1[CH2:13][CH2:14][C@H:15]([O:18][Si:24]([C:27]([CH3:30])([CH3:29])[CH3:28])([CH3:26])[CH3:25])[CH2:16][CH2:17]1)=[O:10])[C:2]1[CH:7]=[CH:6][CH:5]=[CH:4][CH:3]=1. The yield is 0.920.